This data is from NCI-60 drug combinations with 297,098 pairs across 59 cell lines. The task is: Regression. Given two drug SMILES strings and cell line genomic features, predict the synergy score measuring deviation from expected non-interaction effect. (1) Drug 2: C1=C(C(=O)NC(=O)N1)N(CCCl)CCCl. Drug 1: CC(CN1CC(=O)NC(=O)C1)N2CC(=O)NC(=O)C2. Synergy scores: CSS=13.5, Synergy_ZIP=-8.71, Synergy_Bliss=-2.34, Synergy_Loewe=-3.74, Synergy_HSA=-1.65. Cell line: T-47D. (2) Drug 1: CC1=C2C(C(=O)C3(C(CC4C(C3C(C(C2(C)C)(CC1OC(=O)C(C(C5=CC=CC=C5)NC(=O)OC(C)(C)C)O)O)OC(=O)C6=CC=CC=C6)(CO4)OC(=O)C)OC)C)OC. Cell line: DU-145. Drug 2: COC1=C(C=C2C(=C1)N=CN=C2NC3=CC(=C(C=C3)F)Cl)OCCCN4CCOCC4. Synergy scores: CSS=71.7, Synergy_ZIP=7.13, Synergy_Bliss=6.05, Synergy_Loewe=9.65, Synergy_HSA=11.9. (3) Drug 1: CNC(=O)C1=CC=CC=C1SC2=CC3=C(C=C2)C(=NN3)C=CC4=CC=CC=N4. Drug 2: C(CN)CNCCSP(=O)(O)O. Cell line: MALME-3M. Synergy scores: CSS=3.75, Synergy_ZIP=-1.33, Synergy_Bliss=-2.61, Synergy_Loewe=-2.46, Synergy_HSA=-3.12. (4) Drug 1: C1=NNC2=C1C(=O)NC=N2. Drug 2: C1C(C(OC1N2C=NC3=C2NC=NCC3O)CO)O. Cell line: MDA-MB-435. Synergy scores: CSS=-2.13, Synergy_ZIP=3.57, Synergy_Bliss=6.66, Synergy_Loewe=-1.17, Synergy_HSA=0.0364.